Dataset: Reaction yield outcomes from USPTO patents with 853,638 reactions. Task: Predict the reaction yield, written as a fraction of the theoretical maximum amount of product (1.0 means a 100% yield; for example, 0.34 means a 34% yield). (1) The reactants are [CH2:1]([O:3][C:4]([C:6]1[CH:7]=[N:8][C:9]2[C:14]([C:15]=1[OH:16])=[CH:13][CH:12]=[C:11]([C:17]([F:20])([F:19])[F:18])[CH:10]=2)=[O:5])[CH3:2].C([O-])([O-])=O.[Cs+].[Cs+].Br[CH2:28][CH2:29][CH2:30][CH2:31][CH2:32][O:33][C:34]1[C:35](=[O:42])[CH:36]=[C:37]([CH2:40][OH:41])[O:38][CH:39]=1.O. The catalyst is CN(C=O)C. The product is [CH2:1]([O:3][C:4]([C:6]1[CH:7]=[N:8][C:9]2[C:14]([C:15]=1[O:16][CH2:28][CH2:29][CH2:30][CH2:31][CH2:32][O:33][C:34]1[C:35](=[O:42])[CH:36]=[C:37]([CH2:40][OH:41])[O:38][CH:39]=1)=[CH:13][CH:12]=[C:11]([C:17]([F:20])([F:18])[F:19])[CH:10]=2)=[O:5])[CH3:2]. The yield is 0.310. (2) The reactants are Cl[CH2:2][C:3]1[C:12]2[C:7](=[CH:8][CH:9]=[CH:10][CH:11]=2)[CH:6]=[CH:5][C:4]=1[CH3:13].[C-:14]#[N:15].[K+].CCO. The catalyst is O. The product is [CH3:13][C:4]1[CH:5]=[CH:6][C:7]2[C:12](=[CH:11][CH:10]=[CH:9][CH:8]=2)[C:3]=1[CH2:2][C:14]#[N:15]. The yield is 1.00. (3) The product is [Br:1][C:2]1[CH:7]=[CH:6][C:5]([O:8][CH3:9])=[CH:4][C:3]=1[CH2:10][Br:11]. The reactants are [Br:1][C:2]1[CH:7]=[CH:6][C:5]([O:8][CH3:9])=[CH:4][C:3]=1[CH3:10].[Br:11]N1C(=O)CCC1=O. The yield is 0.700. The catalyst is C(OOC(=O)C1C=CC=CC=1)(=O)C1C=CC=CC=1.C(Cl)Cl. (4) The yield is 0.860. The product is [C:1]([O:5][C:6]([N:8]1[CH2:13][CH2:12][CH:11]([O:14][C:15]2[CH:24]=[C:23]([S:25][CH3:26])[CH:22]=[CH:21][C:16]=2[C:17]([OH:19])=[O:18])[CH2:10][CH2:9]1)=[O:7])([CH3:4])([CH3:3])[CH3:2]. The catalyst is [Li+].[OH-].CO.C1COCC1. The reactants are [C:1]([O:5][C:6]([N:8]1[CH2:13][CH2:12][CH:11]([O:14][C:15]2[CH:24]=[C:23]([S:25][CH3:26])[CH:22]=[CH:21][C:16]=2[C:17]([O:19]C)=[O:18])[CH2:10][CH2:9]1)=[O:7])([CH3:4])([CH3:3])[CH3:2].